This data is from Forward reaction prediction with 1.9M reactions from USPTO patents (1976-2016). The task is: Predict the product of the given reaction. (1) Given the reactants Cl[C:2]1[CH:7]=[C:6](Cl)[N:5]=[CH:4][N:3]=1.[C:9]1(B(O)O)[CH:14]=[CH:13][CH:12]=[CH:11][CH:10]=1.C(=O)([O-])[O-].[Na+].[Na+], predict the reaction product. The product is: [C:9]1([C:2]2[CH:7]=[C:6]([C:9]3[CH:14]=[CH:13][CH:12]=[CH:11][CH:10]=3)[N:5]=[CH:4][N:3]=2)[CH:14]=[CH:13][CH:12]=[CH:11][CH:10]=1. (2) Given the reactants [C:1]([C:3]1[S:4][C:5]([C:8]([O:10][CH3:11])=[O:9])=[CH:6][N:7]=1)#[CH:2].[Cl:12][C:13]1[CH:14]=[C:15]([CH:20]=[C:21]([Cl:24])[C:22]=1[Cl:23])[CH2:16][N:17]=[N+:18]=[N-:19].[Na].O=C1O[C@H]([C@H](CO)O)C(O)=C1O, predict the reaction product. The product is: [Cl:12][C:13]1[CH:14]=[C:15]([CH:20]=[C:21]([Cl:24])[C:22]=1[Cl:23])[CH2:16][N:17]1[CH:2]=[C:1]([C:3]2[S:4][C:5]([C:8]([O:10][CH3:11])=[O:9])=[CH:6][N:7]=2)[N:19]=[N:18]1.